Dataset: Catalyst prediction with 721,799 reactions and 888 catalyst types from USPTO. Task: Predict which catalyst facilitates the given reaction. (1) Reactant: [N:1]1[CH:6]=[C:5]([C@@H:7]2[CH2:12][CH2:11][CH2:10][N:8]2[CH3:9])[CH:4]=[CH:3][CH:2]=1.[Br:13][CH2:14][CH2:15][CH2:16]/[CH:17]=[CH:18]/[CH2:19][CH2:20][CH2:21][CH2:22][CH3:23]. Product: [Br-:13].[CH2:14]([N+:1]1[CH:2]=[CH:3][CH:4]=[C:5]([C@@H:7]2[CH2:12][CH2:11][CH2:10][N:8]2[CH3:9])[CH:6]=1)[CH2:15][CH2:16]/[CH:17]=[CH:18]/[CH2:19][CH2:20][CH2:21][CH2:22][CH3:23]. The catalyst class is: 52. (2) Reactant: [CH:1]([N:4]1[C:8]([C:9]2[C:14]([CH2:15][O:16][C:17]3[C:22]([CH:23]=[O:24])=[CH:21][C:20]([O:25]C)=[N:19][CH:18]=3)=[CH:13][CH:12]=[CH:11][N:10]=2)=[CH:7][CH:6]=[N:5]1)([CH3:3])[CH3:2].Cl.[OH-].[Na+]. Product: [O:25]=[C:20]1[CH:21]=[C:22]([CH:23]=[O:24])[C:17]([O:16][CH2:15][C:14]2[C:9]([C:8]3[N:4]([CH:1]([CH3:3])[CH3:2])[N:5]=[CH:6][CH:7]=3)=[N:10][CH:11]=[CH:12][CH:13]=2)=[CH:18][NH:19]1. The catalyst class is: 6.